From a dataset of Full USPTO retrosynthesis dataset with 1.9M reactions from patents (1976-2016). Predict the reactants needed to synthesize the given product. (1) The reactants are: [CH3:1][CH:2]([C:4](Br)([C:11]1[CH:16]=[CH:15][CH:14]=[CH:13][CH:12]=1)[C:5](=[O:10])[CH2:6][CH2:7][CH2:8][CH3:9])[CH3:3].[Cl-].[Li+].O. Given the product [CH3:1][C:2](=[C:4]([C:11]1[CH:16]=[CH:15][CH:14]=[CH:13][CH:12]=1)[C:5](=[O:10])[CH2:6][CH2:7][CH2:8][CH3:9])[CH3:3], predict the reactants needed to synthesize it. (2) Given the product [CH3:39][O:40][C:41](=[O:51])[C:42]1[CH:47]=[CH:46][C:45]([C:48]#[C:49][C:2]2[CH:3]=[C:4]([Cl:31])[C:5]([O:6][C:7]3[C:12]([C:13]([N:15]4[C:24]5[C:19](=[CH:20][CH:21]=[CH:22][CH:23]=5)[N:18]([CH:25]5[CH2:26][CH2:27]5)[CH2:17][CH2:16]4)=[O:14])=[CH:11][CH:10]=[CH:9][N:8]=3)=[CH:28][C:29]=2[Cl:30])=[CH:44][C:43]=1[Cl:50], predict the reactants needed to synthesize it. The reactants are: Br[C:2]1[C:29]([Cl:30])=[CH:28][C:5]([O:6][C:7]2[C:12]([C:13]([N:15]3[C:24]4[C:19](=[CH:20][CH:21]=[CH:22][CH:23]=4)[N:18]([CH:25]4[CH2:27][CH2:26]4)[CH2:17][CH2:16]3)=[O:14])=[CH:11][CH:10]=[CH:9][N:8]=2)=[C:4]([Cl:31])[CH:3]=1.C(N(CC)CC)C.[CH3:39][O:40][C:41](=[O:51])[C:42]1[CH:47]=[CH:46][C:45]([C:48]#[CH:49])=[CH:44][C:43]=1[Cl:50].